This data is from Reaction yield outcomes from USPTO patents with 853,638 reactions. The task is: Predict the reaction yield, written as a fraction of the theoretical maximum amount of product (1.0 means a 100% yield; for example, 0.34 means a 34% yield). (1) The catalyst is OS(O)(=O)=O. The yield is 0.380. The product is [N+:1]([C:14]1[C:9]2[N:8]=[CH:7][S:6][C:10]=2[CH:11]=[CH:12][CH:13]=1)([O-:4])=[O:2]. The reactants are [N+:1]([O-:4])([O-])=[O:2].[K+].[S:6]1[C:10]2[CH:11]=[CH:12][CH:13]=[CH:14][C:9]=2[N:8]=[CH:7]1. (2) The reactants are Cl[C:2]1[CH:7]=[CH:6][N:5]=[C:4]([NH:8][CH2:9][C:10]2[O:14][N:13]=[C:12]([CH:15]3[CH2:17][CH2:16]3)[CH:11]=2)[N:3]=1.[O:18]1[CH:22]=[CH:21][CH:20]=[C:19]1[C:23]1[CH:24]=[C:25]([NH2:28])[NH:26][N:27]=1. The catalyst is C(O)C. The product is [CH:15]1([C:12]2[CH:11]=[C:10]([CH2:9][NH:8][C:4]3[N:3]=[C:2]([NH:28][C:25]4[NH:26][N:27]=[C:23]([C:19]5[O:18][CH:22]=[CH:21][CH:20]=5)[CH:24]=4)[CH:7]=[CH:6][N:5]=3)[O:14][N:13]=2)[CH2:17][CH2:16]1. The yield is 0.430. (3) The reactants are [CH3:1][O:2][C:3]1[CH:4]=[CH:5][C:6]2[C:7]3[N:15]=[C:14]([C:16]4[CH:21]=[CH:20][C:19]([O:22][CH3:23])=[CH:18][CH:17]=4)[CH:13]=[C:12]([C:24]([O:26]C)=[O:25])[C:8]=3[NH:9][C:10]=2[CH:11]=1.[OH-].[Na+]. The catalyst is O1CCCC1.CO. The product is [CH3:1][O:2][C:3]1[CH:4]=[CH:5][C:6]2[C:7]3[N:15]=[C:14]([C:16]4[CH:17]=[CH:18][C:19]([O:22][CH3:23])=[CH:20][CH:21]=4)[CH:13]=[C:12]([C:24]([OH:26])=[O:25])[C:8]=3[NH:9][C:10]=2[CH:11]=1. The yield is 0.670. (4) The reactants are [Cl:1][C:2]1[CH:3]=[C:4]([C:8]2[CH:16]=[CH:15][CH:14]=[C:13]3[C:9]=2[CH2:10][C:11](=[O:17])[NH:12]3)[CH:5]=[CH:6][CH:7]=1.[CH3:18][N:19]([CH3:35])[C@H:20]1[CH2:24][CH2:23][N:22]([C:25]([C:27]2[CH:31]=[C:30]([CH3:32])[NH:29][C:28]=2[CH:33]=O)=[O:26])[CH2:21]1. The catalyst is C(O)C.N1CCCCC1. The product is [Cl:1][C:2]1[CH:3]=[C:4]([C:8]2[CH:16]=[CH:15][CH:14]=[C:13]3[C:9]=2[C:10](=[CH:33][C:28]2[NH:29][C:30]([CH3:32])=[CH:31][C:27]=2[C:25]([N:22]2[CH2:23][CH2:24][C@H:20]([N:19]([CH3:18])[CH3:35])[CH2:21]2)=[O:26])[C:11](=[O:17])[NH:12]3)[CH:5]=[CH:6][CH:7]=1. The yield is 0.590. (5) The reactants are [CH3:1][S:2](Cl)(=[O:4])=[O:3].[CH3:6][N:7]([CH3:15])[C:8]1[CH:13]=[CH:12][CH:11]=[C:10]([NH2:14])[CH:9]=1.[OH-].[Na+]. The catalyst is O. The product is [CH3:6][N:7]([CH3:15])[C:8]1[CH:9]=[C:10]([NH:14][S:2]([CH3:1])(=[O:4])=[O:3])[CH:11]=[CH:12][CH:13]=1. The yield is 0.790. (6) The reactants are [Cl:1][C:2]1[CH:3]=[C:4]([NH:9][C:10]2[C:19]3[C:14](=[CH:15][C:16]([O:22][CH2:23][C:24](=[S:26])[NH2:25])=[C:17]([O:20][CH3:21])[CH:18]=3)[N:13]=[CH:12][N:11]=2)[CH:5]=[CH:6][C:7]=1[Cl:8].Br[CH:28]1[C:33](=O)[CH2:32][CH2:31][N:30](C(OC(C)(C)C)=O)[CH2:29]1. The catalyst is CN(C=O)C. The product is [Cl:1][C:2]1[CH:3]=[C:4]([NH:9][C:10]2[C:19]3[C:14](=[CH:15][C:16]([O:22][CH2:23][C:24]4[S:26][C:28]5[CH2:29][NH:30][CH2:31][CH2:32][C:33]=5[N:25]=4)=[C:17]([O:20][CH3:21])[CH:18]=3)[N:13]=[CH:12][N:11]=2)[CH:5]=[CH:6][C:7]=1[Cl:8]. The yield is 0.690.